Dataset: Catalyst prediction with 721,799 reactions and 888 catalyst types from USPTO. Task: Predict which catalyst facilitates the given reaction. (1) Reactant: [Br:1][C:2]1[S:3][CH:4]=[CH:5][C:6]=1[CH2:7][C:8]#[N:9].[Cl-].[Al+3].[Al+3].[Al+3].[Cl-].[Cl-].[Cl-].[Cl-].[Cl-].[Cl-].[Cl-].[Cl-].[O:22]1[CH:26]=[CH:25][CH:24]=[C:23]1[C:27](Cl)=[O:28].O. Product: [Br:1][C:2]1[S:3][C:4]([C:27]([C:23]2[O:22][CH:26]=[CH:25][CH:24]=2)=[O:28])=[CH:5][C:6]=1[CH2:7][C:8]#[N:9]. The catalyst class is: 26. (2) Reactant: [NH2:1][C:2]1[CH:3]=[CH:4][C:5]([O:19][C:20]2[CH:25]=[CH:24][C:23]([F:26])=[CH:22][C:21]=2[F:27])=[C:6]([C:8]2[N:13]3[CH:14]=[N:15][CH:16]=[C:12]3[C:11](=[O:17])[N:10]([CH3:18])[CH:9]=2)[CH:7]=1.N1C=CC=CC=1.[CH3:34][S:35](Cl)(=[O:37])=[O:36]. Product: [F:27][C:21]1[CH:22]=[C:23]([F:26])[CH:24]=[CH:25][C:20]=1[O:19][C:5]1[CH:4]=[CH:3][C:2]([NH:1][S:35]([CH3:34])(=[O:37])=[O:36])=[CH:7][C:6]=1[C:8]1[N:13]2[CH:14]=[N:15][CH:16]=[C:12]2[C:11](=[O:17])[N:10]([CH3:18])[CH:9]=1. The catalyst class is: 1. (3) Reactant: [CH:1]1([CH2:4][N:5]([C@@H:13]2[CH2:15][C@H:14]2[C:16]2[CH:21]=[CH:20][C:19]([NH:22][C:23](=[O:35])[C:24]3[CH:29]=[C:28]([C:30]([F:33])([F:32])[F:31])[CH:27]=[CH:26][C:25]=3[F:34])=[CH:18][CH:17]=2)C(=O)OC(C)(C)C)[CH2:3][CH2:2]1.[ClH:36].COC1CCCC1. Product: [ClH:36].[CH:1]1([CH2:4][NH:5][C@@H:13]2[CH2:15][C@H:14]2[C:16]2[CH:17]=[CH:18][C:19]([NH:22][C:23](=[O:35])[C:24]3[CH:29]=[C:28]([C:30]([F:32])([F:33])[F:31])[CH:27]=[CH:26][C:25]=3[F:34])=[CH:20][CH:21]=2)[CH2:2][CH2:3]1. The catalyst class is: 1. (4) Reactant: [CH:1]([C:4]1[CH:5]=[C:6]2[C:10](=[CH:11][CH:12]=1)[NH:9][C:8]([C:13]1[CH:18]=[C:17]([C:19]3[CH:24]=[CH:23][N:22]=[CH:21][CH:20]=3)[N:16]=[N:15][C:14]=1[O:25]C)=[CH:7]2)([CH3:3])[CH3:2].[OH-].[Na+]. Product: [CH:1]([C:4]1[CH:5]=[C:6]2[C:10](=[CH:11][CH:12]=1)[NH:9][C:8]([C:13]1[C:14](=[O:25])[NH:15][N:16]=[C:17]([C:19]3[CH:20]=[CH:21][N:22]=[CH:23][CH:24]=3)[CH:18]=1)=[CH:7]2)([CH3:3])[CH3:2]. The catalyst class is: 14. (5) Reactant: C([O:8][C:9]1[C:10]([CH:15]2[NH:20][C:19]3[CH:21]=[CH:22][N:23]=[C:24]([C:25]([F:28])([F:27])[F:26])[C:18]=3[C:17](=[O:29])[N:16]2[CH:30]([CH3:40])[CH2:31][C:32]2[CH:37]=[CH:36][C:35]([F:38])=[C:34]([F:39])[CH:33]=2)=[N:11][CH:12]=[CH:13][CH:14]=1)C1C=CC=CC=1. Product: [F:39][C:34]1[CH:33]=[C:32]([CH2:31][CH:30]([N:16]2[C:17](=[O:29])[C:18]3[C:24]([C:25]([F:26])([F:27])[F:28])=[N:23][CH:22]=[CH:21][C:19]=3[NH:20][CH:15]2[C:10]2[C:9]([OH:8])=[CH:14][CH:13]=[CH:12][N:11]=2)[CH3:40])[CH:37]=[CH:36][C:35]=1[F:38]. The catalyst class is: 8.